Dataset: Reaction yield outcomes from USPTO patents with 853,638 reactions. Task: Predict the reaction yield, written as a fraction of the theoretical maximum amount of product (1.0 means a 100% yield; for example, 0.34 means a 34% yield). The reactants are N1(CC[NH:8][CH:9]2[C:18]3[N:17]=[CH:16][CH:15]=[CH:14][C:13]=3[CH2:12][CH2:11][CH2:10]2)C=CN=C1.[C:19]([O:23][C:24]([N:26]1[C:30]2[CH:31]=[CH:32][CH:33]=[CH:34][C:29]=2[N:28]=[C:27]1[CH2:35]Cl)=[O:25])([CH3:22])([CH3:21])[CH3:20].[I-].[K+].[CH:39]([N:42]([CH2:46][CH3:47])[CH:43](C)C)(C)[CH3:40].C([O-])(O)=O.[Na+].C(#[N:55])C. The product is [C:19]([O:23][C:24]([N:26]1[C:30]2[CH:31]=[CH:32][CH:33]=[CH:34][C:29]=2[N:28]=[C:27]1[CH:35]([CH2:40][CH2:39][N:42]1[CH:46]=[CH:47][N:55]=[CH:43]1)[NH:8][CH:9]1[C:18]2[N:17]=[CH:16][CH:15]=[CH:14][C:13]=2[CH2:12][CH2:11][CH2:10]1)=[O:25])([CH3:22])([CH3:21])[CH3:20]. No catalyst specified. The yield is 0.120.